This data is from Forward reaction prediction with 1.9M reactions from USPTO patents (1976-2016). The task is: Predict the product of the given reaction. (1) Given the reactants [C:9](O[C:9]([O:11][C:12]([CH3:15])([CH3:14])[CH3:13])=[O:10])([O:11][C:12]([CH3:15])([CH3:14])[CH3:13])=[O:10].N[CH:17]([OH:24])[C:18]1[CH:23]=[CH:22][CH:21]=[CH:20][CH:19]=1.C([N:27](CC)CC)C, predict the reaction product. The product is: [OH:24][CH2:17][C:18]1[CH:23]=[CH:22][C:21]([NH:27][C:9](=[O:10])[O:11][C:12]([CH3:13])([CH3:14])[CH3:15])=[CH:20][CH:19]=1. (2) Given the reactants [CH3:1][O:2][C:3]1[CH:4]=[C:5]([CH:9]=[CH:10][C:11]=1[O:12][CH3:13])[C:6](Cl)=[O:7].[NH2:14][C:15]1[CH:20]=[CH:19][C:18]([C:21]([CH3:25])([CH3:24])[C:22]#[N:23])=[C:17]([Cl:26])[CH:16]=1.C(N(CC)CC)C, predict the reaction product. The product is: [Cl:26][C:17]1[CH:16]=[C:15]([NH:14][C:6](=[O:7])[C:5]2[CH:9]=[CH:10][C:11]([O:12][CH3:13])=[C:3]([O:2][CH3:1])[CH:4]=2)[CH:20]=[CH:19][C:18]=1[C:21]([C:22]#[N:23])([CH3:25])[CH3:24]. (3) Given the reactants [OH:1][C:2]1[CH:9]=[CH:8][C:5]([C:6]#[N:7])=[C:4]([O:10][CH3:11])[CH:3]=1.[Br:12][CH2:13][CH2:14][CH2:15][CH2:16]Br, predict the reaction product. The product is: [Br:12][CH2:13][CH2:14][CH2:15][CH2:16][O:1][C:2]1[CH:9]=[CH:8][C:5]([C:6]#[N:7])=[C:4]([O:10][CH3:11])[CH:3]=1. (4) The product is: [ClH:22].[ClH:22].[NH:8]1[CH2:13][CH2:12][CH:11]([NH2:14])[CH2:10][CH2:9]1. Given the reactants C(OC([N:8]1[CH2:13][CH2:12][CH:11]([NH:14]C2C=CC=CC=2Br)[CH2:10][CH2:9]1)=O)(C)(C)C.[ClH:22], predict the reaction product. (5) Given the reactants Br[C:2]1[CH:3]=[C:4]([NH2:8])[CH:5]=[N:6][CH:7]=1.[CH3:9][C:10]1[C:14](B2OC(C)(C)C(C)(C)O2)=[C:13]([CH3:24])[O:12][N:11]=1.P([O-])([O-])([O-])=O.[K+].[K+].[K+], predict the reaction product. The product is: [CH3:9][C:10]1[C:14]([C:2]2[CH:3]=[C:4]([NH2:8])[CH:5]=[N:6][CH:7]=2)=[C:13]([CH3:24])[O:12][N:11]=1. (6) Given the reactants [CH3:1][O:2][C:3]1[CH:20]=[CH:19][C:6]([CH2:7][O:8][C:9]([C@@H:11]2[C@@H:14]([CH2:15][CH:16]=[CH2:17])[C:13](=[O:18])[NH:12]2)=[O:10])=[CH:5][CH:4]=1.[N:21]1[CH:26]=[CH:25][CH:24]=[CH:23][C:22]=1B(O)O.C(N(CC)CC)C, predict the reaction product. The product is: [CH3:1][O:2][C:3]1[CH:4]=[CH:5][C:6]([CH2:7][O:8][C:9]([CH:11]2[CH:14]([CH2:15][CH:16]=[CH2:17])[C:13](=[O:18])[N:12]2[C:22]2[CH:23]=[CH:24][CH:25]=[CH:26][N:21]=2)=[O:10])=[CH:19][CH:20]=1. (7) The product is: [CH2:19]([N:8]1[C:9]2[C:4](=[CH:3][C:2]([Br:1])=[CH:11][CH:10]=2)[CH2:5][CH2:6][C:7]1=[O:12])[C:20]1[CH:25]=[CH:24][CH:23]=[CH:22][CH:21]=1. Given the reactants [Br:1][C:2]1[CH:3]=[C:4]2[C:9](=[CH:10][CH:11]=1)[NH:8][C:7](=[O:12])[CH2:6][CH2:5]2.CC(C)([O-])C.[K+].[CH2:19](Br)[C:20]1[CH:25]=[CH:24][CH:23]=[CH:22][CH:21]=1.Cl, predict the reaction product. (8) The product is: [Br:1][C:2]1[CH:8]=[C:7]2[C:5](=[CH:4][C:3]=1[O:9][CH3:10])[N:6]=[C:16]([C:15]1[CH:18]=[CH:19][CH:20]=[C:13]([C:12]([F:22])([F:21])[F:11])[CH:14]=1)[C:28]([CH3:29])=[C:24]2[C:25]([OH:27])=[O:26]. Given the reactants [Br:1][C:2]1[CH:8]=[CH:7][C:5]([NH2:6])=[CH:4][C:3]=1[O:9][CH3:10].[F:11][C:12]([F:22])([F:21])[C:13]1[CH:14]=[C:15]([CH:18]=[CH:19][CH:20]=1)[CH:16]=O.O=[C:24]([CH2:28][CH3:29])[C:25]([OH:27])=[O:26], predict the reaction product.